From a dataset of Reaction yield outcomes from USPTO patents with 853,638 reactions. Predict the reaction yield, written as a fraction of the theoretical maximum amount of product (1.0 means a 100% yield; for example, 0.34 means a 34% yield). The reactants are [NH:1]1[CH2:6][CH2:5][CH:4]([N:7]2[CH2:12][CH2:11][S:10][C:9]3[CH:13]=[CH:14][C:15]([NH:17][C:18]([C:20]4[S:21][CH:22]=[CH:23][CH:24]=4)=[NH:19])=[CH:16][C:8]2=3)[CH2:3][CH2:2]1.[ClH:25]. The catalyst is CO. The product is [ClH:25].[ClH:25].[NH:1]1[CH2:2][CH2:3][CH:4]([N:7]2[CH2:12][CH2:11][S:10][C:9]3[CH:13]=[CH:14][C:15]([NH:17][C:18]([C:20]4[S:21][CH:22]=[CH:23][CH:24]=4)=[NH:19])=[CH:16][C:8]2=3)[CH2:5][CH2:6]1. The yield is 1.00.